This data is from Full USPTO retrosynthesis dataset with 1.9M reactions from patents (1976-2016). The task is: Predict the reactants needed to synthesize the given product. Given the product [F:27][C:28]1[CH:35]=[CH:34][C:33]([F:36])=[CH:32][C:29]=1[CH2:30][O:31][C:2]1[CH:7]=[C:6]([F:8])[CH:5]=[CH:4][C:3]=1[C:9]1[N:14]=[CH:13][N:12]=[C:11]([NH:15][C:16]2[CH:21]=[CH:20][CH:19]=[C:18]([CH2:22][S:23]([CH3:26])(=[O:25])=[O:24])[CH:17]=2)[N:10]=1, predict the reactants needed to synthesize it. The reactants are: F[C:2]1[CH:7]=[C:6]([F:8])[CH:5]=[CH:4][C:3]=1[C:9]1[N:14]=[CH:13][N:12]=[C:11]([NH:15][C:16]2[CH:21]=[CH:20][CH:19]=[C:18]([CH2:22][S:23]([CH3:26])(=[O:25])=[O:24])[CH:17]=2)[N:10]=1.[F:27][C:28]1[CH:35]=[CH:34][C:33]([F:36])=[CH:32][C:29]=1[CH2:30][OH:31].